From a dataset of Catalyst prediction with 721,799 reactions and 888 catalyst types from USPTO. Predict which catalyst facilitates the given reaction. Reactant: [NH2:1][C:2]1[C:10]2[CH:9]([C:11]3[CH:16]=[CH:15][CH:14]=[CH:13][CH:12]=3)[C:8]([C:17](=[O:19])[CH3:18])=[C:7]([CH3:20])[NH:6][C:5]=2[S:4][C:3]=1[C:21](=[O:28])[C:22]1[CH:27]=[CH:26][CH:25]=[CH:24][CH:23]=1.CI.C[O-].[Na+].[Cl-].[Na+].[C:36](O)(=O)CC(CC(O)=O)(C(O)=O)O. Product: [NH2:1][C:2]1[C:10]2[CH:9]([C:11]3[CH:16]=[CH:15][CH:14]=[CH:13][CH:12]=3)[C:8]([C:17](=[O:19])[CH3:18])=[C:7]([CH3:20])[N:6]([CH3:36])[C:5]=2[S:4][C:3]=1[C:21](=[O:28])[C:22]1[CH:27]=[CH:26][CH:25]=[CH:24][CH:23]=1. The catalyst class is: 125.